From a dataset of Reaction yield outcomes from USPTO patents with 853,638 reactions. Predict the reaction yield, written as a fraction of the theoretical maximum amount of product (1.0 means a 100% yield; for example, 0.34 means a 34% yield). (1) The reactants are [CH3:1][O:2][C:3]1[CH:8]=[CH:7][C:6]([CH2:9][N:10]2[CH2:15][CH2:14][CH2:13][CH2:12]C2)=[CH:5][C:4]=1[C:16]1[C:17]2[O:24][C:23]([CH:25]=O)=[CH:22][C:18]=2[CH:19]=[N:20][CH:21]=1.[CH2:27]1[S:33][C:31](=[O:32])[NH:30][C:28]1=[O:29].NCCC(O)=O. The catalyst is C(O)(=O)C. The product is [CH3:1][O:2][C:3]1[CH:8]=[CH:7][C:6]([CH2:9][N:10]2[CH2:15][CH2:14][CH2:13][CH2:12]2)=[CH:5][C:4]=1[C:16]1[C:17]2[O:24][C:23](/[CH:25]=[C:27]3/[C:28](=[O:29])[NH:30][C:31](=[O:32])[S:33]/3)=[CH:22][C:18]=2[CH:19]=[N:20][CH:21]=1. The yield is 0.690. (2) The reactants are Cl.O1CCOCC1.C(OC([NH:15][C:16]1[CH:17]=[N:18][CH:19]=[CH:20][C:21]=1[C@H:22]1[CH2:27][C@@H:26]([NH:28][C:29](=[O:35])[O:30][C:31]([CH3:34])([CH3:33])[CH3:32])[C@@H:25]([N:36]=[N+:37]=[N-:38])[C@@H:24]([CH3:39])[CH2:23]1)=O)(C)(C)C.CC(OC(OC(OC(C)(C)C)=O)=O)(C)C. The catalyst is C(Cl)Cl. The product is [NH2:15][C:16]1[CH:17]=[N:18][CH:19]=[CH:20][C:21]=1[C@H:22]1[CH2:27][C@@H:26]([NH:28][C:29](=[O:35])[O:30][C:31]([CH3:34])([CH3:33])[CH3:32])[C@@H:25]([N:36]=[N+:37]=[N-:38])[C@@H:24]([CH3:39])[CH2:23]1. The yield is 0.570. (3) The reactants are [Cl-].O[NH3+:3].[C:4](=[O:7])([O-])[OH:5].[Na+].CS(C)=O.[CH3:13][O:14][CH2:15][C:16]1[N:17]=[C:18]([CH3:44])[N:19]([CH2:38][C:39]2[S:40][CH:41]=[CH:42][CH:43]=2)[C:20](=[O:37])[C:21]=1[CH2:22][C:23]1[CH:28]=[CH:27][C:26]([C:29]2[C:30]([C:35]#[N:36])=[CH:31][CH:32]=[CH:33][CH:34]=2)=[CH:25][CH:24]=1. The catalyst is C(OCC)(=O)C. The product is [CH3:13][O:14][CH2:15][C:16]1[N:17]=[C:18]([CH3:44])[N:19]([CH2:38][C:39]2[S:40][CH:41]=[CH:42][CH:43]=2)[C:20](=[O:37])[C:21]=1[CH2:22][C:23]1[CH:24]=[CH:25][C:26]([C:29]2[CH:34]=[CH:33][CH:32]=[CH:31][C:30]=2[C:35]2[NH:3][C:4](=[O:7])[O:5][N:36]=2)=[CH:27][CH:28]=1. The yield is 0.520. (4) The reactants are [H-].[Na+].[F:3][C:4]([F:14])([F:13])[CH:5]([C:7]1[CH:12]=[CH:11][CH:10]=[CH:9][CH:8]=1)[OH:6].[Cl:15][C:16]1[CH:21]=[C:20](Cl)[N:19]=[CH:18][N:17]=1. The catalyst is C1COCC1.CCOC(C)=O. The product is [Cl:15][C:16]1[CH:21]=[C:20]([O:6][CH:5]([C:7]2[CH:12]=[CH:11][CH:10]=[CH:9][CH:8]=2)[C:4]([F:13])([F:14])[F:3])[N:19]=[CH:18][N:17]=1. The yield is 0.950. (5) The reactants are CC(N(C)C)=O.[Br:7][C:8]1[N:9]=[C:10](S(C)(=O)=O)[C:11]2[N:12]([C:14]([C:17]3[CH:28]=[CH:27][C:20]([C:21]([NH:23][CH:24]4[CH2:26][CH2:25]4)=[O:22])=[CH:19][CH:18]=3)=[CH:15][N:16]=2)[CH:13]=1.[CH2:33]([NH2:37])[CH:34]([CH3:36])[CH3:35].O. The catalyst is C(OCC)(=O)C. The product is [Br:7][C:8]1[N:9]=[C:10]([NH:37][CH2:33][CH:34]([CH3:36])[CH3:35])[C:11]2[N:12]([C:14]([C:17]3[CH:28]=[CH:27][C:20]([C:21]([NH:23][CH:24]4[CH2:26][CH2:25]4)=[O:22])=[CH:19][CH:18]=3)=[CH:15][N:16]=2)[CH:13]=1. The yield is 0.260.